Predict the product of the given reaction. From a dataset of Forward reaction prediction with 1.9M reactions from USPTO patents (1976-2016). (1) Given the reactants Br[C:2]1[CH:10]=[CH:9][C:5]([N:6]([CH3:8])[CH3:7])=[C:4]([F:11])[CH:3]=1.C(B(CC)[C:15]1[CH:20]=[CH:19][N:18]=[CH:17][CH:16]=1)C, predict the reaction product. The product is: [F:11][C:4]1[CH:3]=[C:2]([C:15]2[CH:20]=[CH:19][N:18]=[CH:17][CH:16]=2)[CH:10]=[CH:9][C:5]=1[N:6]([CH3:8])[CH3:7]. (2) Given the reactants C([O:4][CH2:5][C:6]1[N:11]=[C:10]([O:12][C:13]2[CH:14]=[C:15]3[C:19](=[CH:20][CH:21]=2)[NH:18][CH:17]=[CH:16]3)[CH:9]=[CH:8][N:7]=1)(=O)C.C([O-])([O-])=O.[K+].[K+], predict the reaction product. The product is: [NH:18]1[C:19]2[C:15](=[CH:14][C:13]([O:12][C:10]3[CH:9]=[CH:8][N:7]=[C:6]([CH2:5][OH:4])[N:11]=3)=[CH:21][CH:20]=2)[CH:16]=[CH:17]1.